Dataset: Full USPTO retrosynthesis dataset with 1.9M reactions from patents (1976-2016). Task: Predict the reactants needed to synthesize the given product. (1) Given the product [C:3]([NH:10][O:11][C@H:23]1[CH2:28][CH2:27][O:26][C:24]1=[O:25])([O:5][C:6]([CH3:9])([CH3:8])[CH3:7])=[O:4], predict the reactants needed to synthesize it. The reactants are: [H-].[Na+].[C:3]([NH:10][OH:11])([O:5][C:6]([CH3:9])([CH3:8])[CH3:7])=[O:4].S(O[C@@H:23]1[CH2:28][CH2:27][O:26][C:24]1=[O:25])(C1C=CC(C)=CC=1)(=O)=O. (2) Given the product [CH3:4][O:5][C:6]1[C:26]([O:27][CH3:28])=[C:25]([O:29][CH3:30])[CH:24]=[C:23]([CH3:31])[C:7]=1[C:8]([C:10]1[C:11]([O:21][CH3:22])=[N:12][CH:13]=[C:14]([CH3:1])[C:15]=1[C:16]([F:19])([F:18])[F:17])=[O:9], predict the reactants needed to synthesize it. The reactants are: [CH3:1][Zn]C.[CH3:4][O:5][C:6]1[C:26]([O:27][CH3:28])=[C:25]([O:29][CH3:30])[CH:24]=[C:23]([CH3:31])[C:7]=1[C:8]([C:10]1[C:11]([O:21][CH3:22])=[N:12][CH:13]=[C:14](Br)[C:15]=1[C:16]([F:19])([F:18])[F:17])=[O:9].O.